This data is from NCI-60 drug combinations with 297,098 pairs across 59 cell lines. The task is: Regression. Given two drug SMILES strings and cell line genomic features, predict the synergy score measuring deviation from expected non-interaction effect. Drug 2: C1=CC=C(C(=C1)C(C2=CC=C(C=C2)Cl)C(Cl)Cl)Cl. Drug 1: C1CCC(CC1)NC(=O)N(CCCl)N=O. Synergy scores: CSS=29.1, Synergy_ZIP=-8.35, Synergy_Bliss=4.97, Synergy_Loewe=-0.931, Synergy_HSA=5.52. Cell line: U251.